From a dataset of Full USPTO retrosynthesis dataset with 1.9M reactions from patents (1976-2016). Predict the reactants needed to synthesize the given product. (1) Given the product [O:31]=[C:27]1[CH2:26][C:25]2[C:29](=[CH:30][C:22]([C:20]([C:19]3[CH:18]=[C:17]([NH:16][C:9]([C:3]4[C:2]([Cl:1])=[CH:6][N:5]([CH2:7][CH3:8])[N:4]=4)=[O:11])[CH:34]=[CH:33][CH:32]=3)=[O:21])=[CH:23][CH:24]=2)[NH:28]1, predict the reactants needed to synthesize it. The reactants are: [Cl:1][C:2]1[C:3]([C:9]([OH:11])=O)=[N:4][N:5]([CH2:7][CH3:8])[CH:6]=1.S(Cl)(Cl)=O.[NH2:16][C:17]1[CH:18]=[C:19]([CH:32]=[CH:33][CH:34]=1)[C:20]([C:22]1[CH:30]=[C:29]2[C:25]([CH2:26][C:27](=[O:31])[NH:28]2)=[CH:24][CH:23]=1)=[O:21]. (2) The reactants are: [C:1]([C:9]1[C:13]2[CH:14]=[CH:15][CH:16]=[CH:17][C:12]=2[O:11][C:10]=1[C:18]1[CH:19]=[C:20]2[C:25](=[CH:26][CH:27]=1)[C:24]([Br:28])=[C:23]([O:29][CH2:30][C:31]#[N:32])[CH:22]=[CH:21]2)(=[O:8])[C:2]1[CH:7]=[CH:6][CH:5]=[CH:4][CH:3]=1.[N-:33]=[N+:34]=[N-:35].[Na+].[NH4+].[Cl-]. Given the product [Br:28][C:24]1[C:23]([O:29][CH2:30][C:31]2[NH:35][N:34]=[N:33][N:32]=2)=[CH:22][CH:21]=[C:20]2[C:25]=1[CH:26]=[CH:27][C:18]([C:10]1[O:11][C:12]3[CH:17]=[CH:16][CH:15]=[CH:14][C:13]=3[C:9]=1[C:1]([C:2]1[CH:3]=[CH:4][CH:5]=[CH:6][CH:7]=1)=[O:8])=[CH:19]2, predict the reactants needed to synthesize it. (3) The reactants are: [Br:1][C:2]1[S:3][C:4](Br)=[CH:5][CH:6]=1.[CH3:8][C:9]1[CH:14]=[CH:13][C:12](B(O)OC(O)=O)=[CH:11][CH:10]=1.[C:21]([O-])([O-])=[O:22].[K+].[K+].CC[OH:29]. Given the product [CH3:21][O:22][C:8](=[O:29])[C:9]1[CH:10]=[CH:11][C:12]([C:4]2[S:3][C:2]([Br:1])=[CH:6][CH:5]=2)=[CH:13][CH:14]=1, predict the reactants needed to synthesize it. (4) Given the product [C:14]([O:22][CH2:23][N:5]1[C:6]([C:9]([O:11][CH2:12][CH3:13])=[O:10])=[CH:7][C:8]2[O:1][CH:2]=[CH:3][C:4]1=2)(=[O:21])[C:15]1[CH:20]=[CH:19][CH:18]=[CH:17][CH:16]=1, predict the reactants needed to synthesize it. The reactants are: [O:1]1[C:8]2[CH:7]=[C:6]([C:9]([O:11][CH2:12][CH3:13])=[O:10])[NH:5][C:4]=2[CH:3]=[CH:2]1.[C:14]([O:22][CH2:23]Cl)(=[O:21])[C:15]1[CH:20]=[CH:19][CH:18]=[CH:17][CH:16]=1. (5) Given the product [CH3:1][O:2][C:3](=[O:15])[C:4]([NH:14][C:33]([O:34][CH2:58][C:57]1[CH:52]=[CH:53][CH:54]=[CH:55][CH:56]=1)=[O:32])=[CH:5][C:6]1[CH:7]=[N:8][C:9]([O:12][CH3:13])=[N:10][CH:11]=1, predict the reactants needed to synthesize it. The reactants are: [CH3:1][O:2][C:3](=[O:15])[CH:4]([NH2:14])[CH2:5][C:6]1[CH:7]=[N:8][C:9]([O:12][CH3:13])=[N:10][CH:11]=1.C(N(C(C)C)CC)(C)C.C1C(=O)N([O:32][C:33](ON2C(=O)CCC2=O)=[O:34])C(=O)C1.N1CCC(N2[CH2:58][C:57]3[C:52](=[CH:53][CH:54]=[CH:55][CH:56]=3)NC2=O)CC1. (6) Given the product [Cl:19][CH2:1][C:2]1[CH:14]=[CH:13][CH:12]=[C:11]([CH3:15])[C:3]=1[C:4]([O:6][CH2:7][CH2:8][O:9][CH3:10])=[O:5], predict the reactants needed to synthesize it. The reactants are: [CH3:1][C:2]1[CH:14]=[CH:13][CH:12]=[C:11]([CH3:15])[C:3]=1[C:4]([O:6][CH2:7][CH2:8][O:9][CH3:10])=[O:5].S(Cl)([Cl:19])(=O)=O.CC(N=NC(C#N)(C)C)(C#N)C. (7) Given the product [Cl:1][C:2]1[C:10]2[N:9]=[C:8]([O:11][C:12]3[C:17]([CH3:18])=[CH:16][C:15]([Cl:19])=[CH:14][C:13]=3[Cl:20])[N:7]([CH3:21])[C:6]=2[C:5]([CH:22]([CH2:25][CH3:26])[CH2:23][CH2:24][OH:27])=[CH:4][CH:3]=1, predict the reactants needed to synthesize it. The reactants are: [Cl:1][C:2]1[C:10]2[N:9]=[C:8]([O:11][C:12]3[C:17]([CH3:18])=[CH:16][C:15]([Cl:19])=[CH:14][C:13]=3[Cl:20])[N:7]([CH3:21])[C:6]=2[C:5]([CH:22]([CH2:25][CH3:26])[CH:23]=[CH2:24])=[CH:4][CH:3]=1.[O:27]1CCCC1.O1CCCC1.[OH-].[Na+].OO. (8) Given the product [O:1]1[C:5]2[CH:6]=[CH:7][CH:8]=[CH:9][C:4]=2[C:3]([CH2:10][CH2:11][CH2:12][CH2:13][N:14]([CH2:27][CH3:28])[CH:15]2[CH2:24][C:23]3[C:18](=[CH:19][CH:20]=[CH:21][C:22]=3[O:25][CH3:26])[O:17][CH2:16]2)=[CH:2]1, predict the reactants needed to synthesize it. The reactants are: [O:1]1[C:5]2[CH:6]=[CH:7][CH:8]=[CH:9][C:4]=2[C:3]([CH2:10][CH2:11][CH2:12][CH2:13][NH:14][CH:15]2[CH2:24][C:23]3[C:18](=[CH:19][CH:20]=[CH:21][C:22]=3[O:25][CH3:26])[O:17][CH2:16]2)=[CH:2]1.[CH:27](=O)[CH3:28].C(O)(=O)C.C([BH3-])#N.[Na+].